From a dataset of Full USPTO retrosynthesis dataset with 1.9M reactions from patents (1976-2016). Predict the reactants needed to synthesize the given product. (1) The reactants are: [CH2:1](Br)[C:2]1[CH:7]=[CH:6][CH:5]=[CH:4][CH:3]=1.[OH:9][N:10]1[C:14](=O)[C:13]2=[CH:16][CH:17]=[CH:18][CH:19]=[C:12]2[C:11]1=[O:20].[N:21]12CCCN=C1CCC[CH2:23][CH2:22]2.Cl.CN1C(=[O:39])CCC1. Given the product [O:39]=[C:1]([O:9][N:10]1[C:11](=[O:20])[C:12]2[C:13](=[CH:16][CH:17]=[CH:18][CH:19]=2)[CH2:14]1)[C:2]1[CH:7]=[CH:6][CH:5]=[CH:4][C:3]=1[CH2:23][C:22]#[N:21], predict the reactants needed to synthesize it. (2) Given the product [CH3:13][O:11][C:10](=[O:12])[CH2:9][C:6]1[CH:5]=[CH:4][C:3]([S:2][CH3:1])=[CH:8][CH:7]=1, predict the reactants needed to synthesize it. The reactants are: [CH3:1][S:2][C:3]1[CH:8]=[CH:7][C:6]([CH2:9][C:10]([OH:12])=[O:11])=[CH:5][CH:4]=1.[C:13]([O-])(O)=O.[Na+].IC.